From a dataset of NCI-60 drug combinations with 297,098 pairs across 59 cell lines. Regression. Given two drug SMILES strings and cell line genomic features, predict the synergy score measuring deviation from expected non-interaction effect. (1) Cell line: HCT-15. Synergy scores: CSS=2.32, Synergy_ZIP=-1.78, Synergy_Bliss=-1.44, Synergy_Loewe=-4.77, Synergy_HSA=-3.27. Drug 1: C1CCC(C1)C(CC#N)N2C=C(C=N2)C3=C4C=CNC4=NC=N3. Drug 2: CS(=O)(=O)C1=CC(=C(C=C1)C(=O)NC2=CC(=C(C=C2)Cl)C3=CC=CC=N3)Cl. (2) Drug 1: CS(=O)(=O)C1=CC(=C(C=C1)C(=O)NC2=CC(=C(C=C2)Cl)C3=CC=CC=N3)Cl. Drug 2: C1CC(=O)NC(=O)C1N2C(=O)C3=CC=CC=C3C2=O. Cell line: A498. Synergy scores: CSS=9.98, Synergy_ZIP=0.0408, Synergy_Bliss=9.97, Synergy_Loewe=6.29, Synergy_HSA=7.38. (3) Drug 1: C1=CC(=CC=C1CCCC(=O)O)N(CCCl)CCCl. Drug 2: CCCS(=O)(=O)NC1=C(C(=C(C=C1)F)C(=O)C2=CNC3=C2C=C(C=N3)C4=CC=C(C=C4)Cl)F. Cell line: LOX IMVI. Synergy scores: CSS=40.1, Synergy_ZIP=-8.03, Synergy_Bliss=-3.74, Synergy_Loewe=0.0292, Synergy_HSA=2.68. (4) Drug 1: CN1CCC(CC1)COC2=C(C=C3C(=C2)N=CN=C3NC4=C(C=C(C=C4)Br)F)OC. Drug 2: CC(CN1CC(=O)NC(=O)C1)N2CC(=O)NC(=O)C2. Cell line: RXF 393. Synergy scores: CSS=21.1, Synergy_ZIP=-6.40, Synergy_Bliss=0.712, Synergy_Loewe=2.56, Synergy_HSA=2.63. (5) Drug 1: C1=NNC2=C1C(=O)NC=N2. Drug 2: CC(C)NC(=O)C1=CC=C(C=C1)CNNC.Cl. Cell line: NCI-H460. Synergy scores: CSS=-0.303, Synergy_ZIP=-1.62, Synergy_Bliss=-2.01, Synergy_Loewe=-5.73, Synergy_HSA=-5.47. (6) Drug 1: C1=C(C(=O)NC(=O)N1)F. Drug 2: CCC1(CC2CC(C3=C(CCN(C2)C1)C4=CC=CC=C4N3)(C5=C(C=C6C(=C5)C78CCN9C7C(C=CC9)(C(C(C8N6C=O)(C(=O)OC)O)OC(=O)C)CC)OC)C(=O)OC)O.OS(=O)(=O)O. Cell line: NCIH23. Synergy scores: CSS=39.3, Synergy_ZIP=-3.19, Synergy_Bliss=6.44, Synergy_Loewe=-1.88, Synergy_HSA=8.58. (7) Drug 1: CNC(=O)C1=CC=CC=C1SC2=CC3=C(C=C2)C(=NN3)C=CC4=CC=CC=N4. Drug 2: CNC(=O)C1=NC=CC(=C1)OC2=CC=C(C=C2)NC(=O)NC3=CC(=C(C=C3)Cl)C(F)(F)F. Cell line: MCF7. Synergy scores: CSS=27.7, Synergy_ZIP=-7.79, Synergy_Bliss=-1.87, Synergy_Loewe=-4.65, Synergy_HSA=-1.25. (8) Drug 2: C(CCl)NC(=O)N(CCCl)N=O. Synergy scores: CSS=16.9, Synergy_ZIP=4.27, Synergy_Bliss=7.44, Synergy_Loewe=-2.49, Synergy_HSA=4.56. Cell line: MOLT-4. Drug 1: C(=O)(N)NO. (9) Drug 1: C1C(C(OC1N2C=C(C(=O)NC2=O)F)CO)O. Drug 2: C1C(C(OC1N2C=NC3=C(N=C(N=C32)Cl)N)CO)O. Cell line: OVCAR-8. Synergy scores: CSS=51.9, Synergy_ZIP=-5.21, Synergy_Bliss=-3.56, Synergy_Loewe=-0.0637, Synergy_HSA=2.17.